Dataset: Full USPTO retrosynthesis dataset with 1.9M reactions from patents (1976-2016). Task: Predict the reactants needed to synthesize the given product. (1) Given the product [CH3:26][O:25][C:22]1[CH:21]=[C:15]2[C:14]([CH2:13][N:11]([C:9]3[CH:10]=[C:5]4[CH:4]=[CH:3][N:2]([CH3:1])[C:6]4=[CH:7][N:8]=3)[C:16]2=[O:17])=[CH:24][CH:23]=1, predict the reactants needed to synthesize it. The reactants are: [CH3:1][N:2]1[C:6]2=[CH:7][N:8]=[C:9]([NH2:11])[CH:10]=[C:5]2[CH:4]=[CH:3]1.Br[CH2:13][C:14]1[CH:24]=[CH:23][C:22]([O:25][CH3:26])=[CH:21][C:15]=1[C:16](OCC)=[O:17].C(N(CC)C(C)C)(C)C. (2) Given the product [N:1]1[CH:6]=[CH:5][CH:4]=[CH:3][C:2]=1[C:7]1[N:15]2[C:10]([CH:11]=[CH:12][CH:13]=[CH:14]2)=[CH:9][C:8]=1[CH:16]=[O:17], predict the reactants needed to synthesize it. The reactants are: [N:1]1[CH:6]=[CH:5][CH:4]=[CH:3][C:2]=1[C:7]1[N:15]2[C:10]([CH:11]=[CH:12][CH:13]=[CH:14]2)=[CH:9][C:8]=1[CH2:16][OH:17]. (3) Given the product [CH:47]([C:46]1[CH:45]=[N:44][N:33]2[C:34]([N:36]([CH3:43])[CH:37]3[CH2:38][CH2:39][O:40][CH2:41][CH2:42]3)=[CH:35][C:30]([C:24]3[CH:23]=[C:22]([CH:27]=[C:26]([O:28][CH3:29])[CH:25]=3)[O:21][CH2:20][CH:9]([OH:8])[CH2:10][NH:11][CH3:12])=[N:31][C:32]=12)([CH3:49])[CH3:48], predict the reactants needed to synthesize it. The reactants are: [Si]([O:8][CH:9]([CH2:20][O:21][C:22]1[CH:27]=[C:26]([O:28][CH3:29])[CH:25]=[C:24]([C:30]2[CH:35]=[C:34]([N:36]([CH3:43])[CH:37]3[CH2:42][CH2:41][O:40][CH2:39][CH2:38]3)[N:33]3[N:44]=[CH:45][C:46]([CH:47]([CH3:49])[CH3:48])=[C:32]3[N:31]=2)[CH:23]=1)[CH2:10][N:11](C)[C:12](=O)OC(C)(C)C)(C(C)(C)C)(C)C.Cl. (4) Given the product [Br:8][C:6]1[CH:7]=[C:2]([CH:20]([CH:19]2[CH2:17][CH2:18]2)[OH:16])[CH:3]=[N:4][CH:5]=1, predict the reactants needed to synthesize it. The reactants are: Br[C:2]1[CH:3]=[N:4][CH:5]=[C:6]([Br:8])[CH:7]=1.[Cl-].[Li+].C([Mg+])(C)C.[Cl-].[O:16]1[CH2:20][CH2:19][CH2:18][CH2:17]1. (5) Given the product [CH2:1]([O:3][C:4](=[O:19])[CH:5]=[C:6]([O:8][C:9]1[C:18]2[C:13](=[CH:14][CH:15]=[CH:16][CH:17]=2)[CH:12]=[CH:11][CH:10]=1)[CH2:7][Br:20])[CH3:2], predict the reactants needed to synthesize it. The reactants are: [CH2:1]([O:3][C:4](=[O:19])[CH:5]=[C:6]([O:8][C:9]1[C:18]2[C:13](=[CH:14][CH:15]=[CH:16][CH:17]=2)[CH:12]=[CH:11][CH:10]=1)[CH3:7])[CH3:2].[Br:20]N1C(=O)CCC1=O.